From a dataset of Full USPTO retrosynthesis dataset with 1.9M reactions from patents (1976-2016). Predict the reactants needed to synthesize the given product. (1) Given the product [ClH:39].[CH3:37][C:7]([C:6]([OH:38])=[O:5])([CH3:36])[NH:8][C:9](=[O:35])[C:10]1[CH:15]=[CH:14][CH:13]=[C:12]([C:16]2[C:25]3[C:20](=[CH:21][C:22]([O:31][CH3:32])=[C:23]4[O:28][C:27]([CH3:29])([CH3:30])[CH2:26][C:24]4=3)[CH2:19][C:18]([CH3:33])([CH3:34])[N:17]=2)[CH:11]=1, predict the reactants needed to synthesize it. The reactants are: [OH-].[Na+].C([O:5][C:6](=[O:38])[C:7]([CH3:37])([CH3:36])[NH:8][C:9](=[O:35])[C:10]1[CH:15]=[CH:14][CH:13]=[C:12]([C:16]2[C:25]3[C:20](=[CH:21][C:22]([O:31][CH3:32])=[C:23]4[O:28][C:27]([CH3:30])([CH3:29])[CH2:26][C:24]4=3)[CH2:19][C:18]([CH3:34])([CH3:33])[N:17]=2)[CH:11]=1)C.[ClH:39]. (2) Given the product [Cl:15][C:16]1[CH:17]=[C:18]([CH2:25][O:1][C:2]2[N:6]([C:7]3[CH:12]=[C:11]([C:13]#[N:14])[CH:10]=[CH:9][N:8]=3)[N:5]=[CH:4][CH:3]=2)[CH:19]=[CH:20][C:21]=1[CH:22]1[CH2:24][CH2:23]1, predict the reactants needed to synthesize it. The reactants are: [OH:1][C:2]1[N:6]([C:7]2[CH:12]=[C:11]([C:13]#[N:14])[CH:10]=[CH:9][N:8]=2)[N:5]=[CH:4][CH:3]=1.[Cl:15][C:16]1[CH:17]=[C:18]([CH2:25]O)[CH:19]=[CH:20][C:21]=1[CH:22]1[CH2:24][CH2:23]1. (3) Given the product [CH3:1][O:2][C:3]1[C:13]([N+:32]([O-:34])=[O:33])=[CH:12][C:6]2[CH2:7][CH2:8][NH:9][CH2:10][CH2:11][C:5]=2[CH:4]=1.[CH3:1][O:2][C:3]1[CH:13]=[C:12]([N+:32]([O-:35])=[O:33])[C:6]2[CH2:7][CH2:8][NH:9][CH2:10][CH2:11][C:5]=2[CH:4]=1, predict the reactants needed to synthesize it. The reactants are: [CH3:1][O:2][C:3]1[CH:13]=[CH:12][C:6]2[CH2:7][CH2:8][NH:9][CH2:10][CH2:11][C:5]=2[CH:4]=1.FC(F)(F)C([NH-])=O.N1C2C=CC=CC=2C=CC=C1.[N+:32]([O-:35])([O-:34])=[O:33].[K+].[OH-].[Na+]. (4) Given the product [Cl:14][CH2:15][C@@H:16]([OH:31])[C@@H:17]([NH:26][C:27](=[O:30])[O:28][CH3:29])[CH2:18][S:19][C:20]1[CH:25]=[CH:24][CH:23]=[CH:22][CH:21]=1, predict the reactants needed to synthesize it. The reactants are: CC(C)[O-].[Al+3].CC(C)[O-].CC(C)[O-].[Cl:14][CH2:15][C:16](=[O:31])[C@@H:17]([NH:26][C:27](=[O:30])[O:28][CH3:29])[CH2:18][S:19][C:20]1[CH:25]=[CH:24][CH:23]=[CH:22][CH:21]=1.Cl. (5) Given the product [C:19]([CH2:18][O:17][C:16]1[CH:22]=[C:23]([C:26]#[N:27])[CH:24]=[CH:25][C:15]=1[CH2:14][NH:13][C:5](=[O:7])[C:4]1[CH:8]=[C:9]([OH:11])[CH:10]=[C:2]([Cl:1])[CH:3]=1)(=[O:20])[NH2:21], predict the reactants needed to synthesize it. The reactants are: [Cl:1][C:2]1[CH:3]=[C:4]([CH:8]=[C:9]([OH:11])[CH:10]=1)[C:5]([OH:7])=O.Cl.[NH2:13][CH2:14][C:15]1[CH:25]=[CH:24][C:23]([C:26]#[N:27])=[CH:22][C:16]=1[O:17][CH2:18][C:19]([NH2:21])=[O:20]. (6) Given the product [CH3:26][C:9]1([CH3:27])[C:8]2[C:13](=[CH:14][CH:15]=[C:6]([C:4]([OH:5])=[O:3])[CH:7]=2)[NH:12][CH:11]([C:16]2[CH:21]=[CH:20][CH:19]=[C:18]([C:22]([F:25])([F:23])[F:24])[CH:17]=2)[CH2:10]1, predict the reactants needed to synthesize it. The reactants are: C([O:3][C:4]([C:6]1[CH:7]=[C:8]2[C:13](=[CH:14][CH:15]=1)[NH:12][CH:11]([C:16]1[CH:21]=[CH:20][CH:19]=[C:18]([C:22]([F:25])([F:24])[F:23])[CH:17]=1)[CH2:10][C:9]2([CH3:27])[CH3:26])=[O:5])C.O.[OH-].[Li+].O.Cl.